Predict the reaction yield, written as a fraction of the theoretical maximum amount of product (1.0 means a 100% yield; for example, 0.34 means a 34% yield). From a dataset of Reaction yield outcomes from USPTO patents with 853,638 reactions. (1) The reactants are C([O:3][C:4](=[O:24])[CH2:5][NH:6][C:7]([C:9]1[CH:14]=[CH:13][C:12]([C:15]2[CH:20]=[CH:19][C:18]([Cl:21])=[CH:17][CH:16]=2)=[CH:11][C:10]=1[O:22]C)=[O:8])C.B(Br)(Br)Br. The catalyst is C(Cl)Cl. The product is [Cl:21][C:18]1[CH:17]=[CH:16][C:15]([C:12]2[CH:13]=[CH:14][C:9]([C:7]([NH:6][CH2:5][C:4]([OH:24])=[O:3])=[O:8])=[C:10]([OH:22])[CH:11]=2)=[CH:20][CH:19]=1. The yield is 0.410. (2) The reactants are [CH3:1][N:2]([CH:10]1[CH2:15][CH2:14][N:13]([C:16]2[CH:21]=[CH:20][N:19]=[CH:18][N:17]=2)[CH2:12][CH2:11]1)C(=O)OC(C)(C)C.C([Cl:25])(=O)C. The catalyst is C(O)C.C(OCC)C. The product is [ClH:25].[ClH:25].[CH3:1][NH:2][CH:10]1[CH2:15][CH2:14][N:13]([C:16]2[CH:21]=[CH:20][N:19]=[CH:18][N:17]=2)[CH2:12][CH2:11]1. The yield is 0.960. (3) The reactants are C([O:3][C:4]([C:6]1[N:7]=[CH:8][NH:9][C:10]=1[CH2:11][CH2:12][CH3:13])=[O:5])C.[ClH:14]. The catalyst is O. The product is [ClH:14].[CH2:11]([C:10]1[NH:9][CH:8]=[N:7][C:6]=1[C:4]([OH:5])=[O:3])[CH2:12][CH3:13]. The yield is 1.00. (4) The reactants are [CH3:1][C:2]1[C:6]([CH2:7][N:8]2[CH:12]=[C:11]([N:13]3[C:17](=[O:18])[CH2:16][NH:15][C:14]3=[O:19])[CH:10]=[N:9]2)=[C:5]([CH3:20])[O:4][N:3]=1.BrCC1C=CC=C(CBr)C=1.C(=O)([O-])[O-].[Cs+].[Cs+].Br[CH2:38][C:39]1[CH:40]=[C:41]([CH:63]=[CH:64][CH:65]=1)[CH2:42][N:43]1[CH2:47]C(=O)N(C2C=NN(CC3C(C)=NOC=3C)C=2)[C:44]1=O.CNC.[H-].[Na+]. The catalyst is CN(C=O)C.C1COCC1.C(O)C. The product is [CH3:44][N:43]([CH2:42][C:41]1[CH:40]=[C:39]([CH:65]=[CH:64][CH:63]=1)[CH2:38][N:15]1[CH2:16][C:17](=[O:18])[N:13]([C:11]2[CH:10]=[N:9][N:8]([CH2:7][C:6]3[C:2]([CH3:1])=[N:3][O:4][C:5]=3[CH3:20])[CH:12]=2)[C:14]1=[O:19])[CH3:47]. The yield is 0.130. (5) The reactants are C[C@@]1(C2C=CC3C(=CC=C(O[C@H]4CC[C@H]([C:18]([F:21])([F:20])[F:19])CC4)C=3[C:18]([F:21])([F:20])[F:19])C=2)COC(=O)N1.[CH3:33][O:34][C:35](=[O:65])[CH2:36][CH2:37][C:38]([C:43]1[CH:52]=[CH:51][C:50]2[C:45](=[CH:46][CH:47]=[C:48]([O:54][C@H:55]3[CH2:60][CH2:59][C@@H:58]([C:61]([F:64])([F:63])[F:62])[CH2:57][CH2:56]3)[C:49]=2I)[CH:44]=1)([N+:40]([O-:42])=[O:41])[CH3:39]. No catalyst specified. The product is [CH3:33][O:34][C:35](=[O:65])[CH2:36][CH2:37][C:38]([N+:40]([O-:42])=[O:41])([C:43]1[CH:52]=[CH:51][C:50]2[C:45](=[CH:46][CH:47]=[C:48]([O:54][C@H:55]3[CH2:60][CH2:59][C@@H:58]([C:61]([F:64])([F:63])[F:62])[CH2:57][CH2:56]3)[C:49]=2[C:18]([F:21])([F:20])[F:19])[CH:44]=1)[CH3:39]. The yield is 0.840. (6) The reactants are [F:1][C:2]1[CH:7]=[CH:6][C:5]([C:8]([CH3:16])([O:10][CH2:11][C@@H:12]([OH:15])[CH2:13][OH:14])[CH3:9])=[CH:4][CH:3]=1.N1C=CN=C1.[C:22]([Si:26](Cl)([CH3:28])[CH3:27])([CH3:25])([CH3:24])[CH3:23].O. The catalyst is O1CCCC1.CN(C)C1C=CN=CC=1. The product is [C:22]([Si:26]([CH3:28])([CH3:27])[O:14][CH2:13][C@H:12]([OH:15])[CH2:11][O:10][C:8]([C:5]1[CH:4]=[CH:3][C:2]([F:1])=[CH:7][CH:6]=1)([CH3:16])[CH3:9])([CH3:25])([CH3:24])[CH3:23]. The yield is 0.830.